This data is from Forward reaction prediction with 1.9M reactions from USPTO patents (1976-2016). The task is: Predict the product of the given reaction. (1) Given the reactants [CH3:1][O:2][C:3](=[O:16])[C:4](=O)[CH:5](Cl)[C:6]1[CH:11]=[CH:10][CH:9]=[C:8]([F:12])[C:7]=1[F:13].[C:17]([NH2:20])(=[S:19])[CH3:18], predict the reaction product. The product is: [CH3:1][O:2][C:3]([C:4]1[N:20]=[C:17]([CH3:18])[S:19][C:5]=1[C:6]1[CH:11]=[CH:10][CH:9]=[C:8]([F:12])[C:7]=1[F:13])=[O:16]. (2) Given the reactants [NH2:1][C:2]1[C:3]([C:9]([NH2:11])=[O:10])=[N:4][CH:5]=[C:6]([F:8])[CH:7]=1.[CH:12](OCC)(OCC)OCC, predict the reaction product. The product is: [F:8][C:6]1[CH:5]=[N:4][C:3]2[C:9](=[O:10])[NH:11][CH:12]=[N:1][C:2]=2[CH:7]=1. (3) Given the reactants [OH:1][C:2]1[CH:7]=[CH:6][C:5]([C:8](=[O:10])[CH3:9])=[CH:4][CH:3]=1.[OH-].[K+].Br[CH2:14][CH2:15][CH2:16][CH2:17][CH2:18][CH2:19][CH2:20][CH3:21], predict the reaction product. The product is: [CH2:14]([O:1][C:2]1[CH:7]=[CH:6][C:5]([C:8](=[O:10])[CH3:9])=[CH:4][CH:3]=1)[CH2:15][CH2:16][CH2:17][CH2:18][CH2:19][CH2:20][CH3:21]. (4) Given the reactants CC[N:3]=C=NCCCN(C)C.C1C=CC2N(O)N=NC=2C=1.[O:22]=[C:23]1[C:31]2[C:26](=[CH:27][CH:28]=[CH:29][CH:30]=2)[C:25](=[O:32])[N:24]1[CH2:33][CH2:34][CH2:35][C:36]1[N:41]=[C:40]([NH:42][C:43]2[CH:44]=[C:45]([CH3:49])[CH:46]=[CH:47][CH:48]=2)[C:39]([C:50]([OH:52])=O)=[CH:38][N:37]=1.[NH4+].[OH-], predict the reaction product. The product is: [O:32]=[C:25]1[C:26]2[C:31](=[CH:30][CH:29]=[CH:28][CH:27]=2)[C:23](=[O:22])[N:24]1[CH2:33][CH2:34][CH2:35][C:36]1[N:41]=[C:40]([NH:42][C:43]2[CH:44]=[C:45]([CH3:49])[CH:46]=[CH:47][CH:48]=2)[C:39]([C:50]([NH2:3])=[O:52])=[CH:38][N:37]=1. (5) Given the reactants I[C:2]1[CH:3]=[C:4]([CH:13]=[CH:14][C:15]=1[O:16][CH3:17])[CH2:5][C@H:6]1[NH:11][C:10](=[O:12])[CH2:9][O:8][CH2:7]1.[NH:18]1[CH:22]=[CH:21][CH:20]=[N:19]1.C([O-])([O-])=O.[K+].[K+].N1CCC[C@H]1C(O)=O, predict the reaction product. The product is: [CH3:17][O:16][C:15]1[CH:14]=[CH:13][C:4]([CH2:5][C@H:6]2[NH:11][C:10](=[O:12])[CH2:9][O:8][CH2:7]2)=[CH:3][C:2]=1[N:18]1[CH:22]=[CH:21][CH:20]=[N:19]1. (6) Given the reactants [C:1]([C:3]1[C:8]2[N:9]=[C:10](C3C=CC(OC)=CC=3)[S:11][C:7]=2[CH:6]=[C:5]([O:20][CH3:21])[CH:4]=1)#[N:2].[CH2:22]([C:24]1[C:32]([O:33][CH3:34])=[CH:31][CH:30]=[CH:29][C:25]=1C(Cl)=O)[CH3:23], predict the reaction product. The product is: [C:1]([C:3]1[C:8]2[N:9]=[C:10]([C:25]3[CH:29]=[CH:30][CH:31]=[C:32]([O:33][CH3:34])[C:24]=3[CH2:22][CH3:23])[S:11][C:7]=2[CH:6]=[C:5]([O:20][CH3:21])[CH:4]=1)#[N:2].